This data is from Peptide-MHC class I binding affinity with 185,985 pairs from IEDB/IMGT. The task is: Regression. Given a peptide amino acid sequence and an MHC pseudo amino acid sequence, predict their binding affinity value. This is MHC class I binding data. (1) The peptide sequence is DNAFNCTFEY. The MHC is HLA-A30:02 with pseudo-sequence HLA-A30:02. The binding affinity (normalized) is 0.451. (2) The peptide sequence is RSEVELCIY. The MHC is HLA-A26:01 with pseudo-sequence HLA-A26:01. The binding affinity (normalized) is 0.0847. (3) The peptide sequence is NTLISSDGA. The MHC is HLA-A02:06 with pseudo-sequence HLA-A02:06. The binding affinity (normalized) is 0.00124. (4) The peptide sequence is KIEDLINQLV. The MHC is HLA-A68:02 with pseudo-sequence HLA-A68:02. The binding affinity (normalized) is 0.357. (5) The peptide sequence is FKLTYQNKVV. The MHC is HLA-B51:01 with pseudo-sequence HLA-B51:01. The binding affinity (normalized) is 0. (6) The peptide sequence is DIMLPESDL. The MHC is HLA-A02:03 with pseudo-sequence HLA-A02:03. The binding affinity (normalized) is 0.0308. (7) The peptide sequence is FATENFPPL. The MHC is H-2-Kb with pseudo-sequence H-2-Kb. The binding affinity (normalized) is 0.439. (8) The peptide sequence is IEIKDTKEAL. The MHC is HLA-B40:02 with pseudo-sequence HLA-B40:02. The binding affinity (normalized) is 0.547.